Predict the reactants needed to synthesize the given product. From a dataset of Full USPTO retrosynthesis dataset with 1.9M reactions from patents (1976-2016). Given the product [Cl:25][C:22]1[CH:23]=[CH:24][C:19]([NH:18][CH2:17][C:14]2[CH:13]=[CH:12][C:11]([CH2:3][C:4]3[C:2]4[C:7](=[N:6][CH:5]=[CH:4][CH:3]=4)[NH:6][CH:5]=3)=[CH:16][N:15]=2)=[CH:20][CH:21]=1, predict the reactants needed to synthesize it. The reactants are: Br[C:2]1[CH:3]=[CH:4][C:5](C=O)=[N:6][CH:7]=1.Br[C:11]1[CH:12]=[CH:13][C:14]([CH2:17][NH:18][C:19]2[CH:24]=[CH:23][C:22]([Cl:25])=[CH:21][CH:20]=2)=[N:15][CH:16]=1.